Dataset: Catalyst prediction with 721,799 reactions and 888 catalyst types from USPTO. Task: Predict which catalyst facilitates the given reaction. Reactant: Cl[C:2]1[C:7]([NH:8][C:9]([NH:11][C:12]([N:14]2[CH2:19][CH2:18][C:17]([OH:30])([C:20]3[CH:25]=[CH:24][CH:23]=[C:22]([C:26]([F:29])([F:28])[F:27])[CH:21]=3)[CH2:16][CH2:15]2)=[O:13])=[S:10])=[C:6]([O:31][CH3:32])[CH:5]=[CH:4][N:3]=1.[H-].[Na+].C(OCC)(=O)C.CCCCCC. Product: [CH3:32][O:31][C:6]1[CH:5]=[CH:4][N:3]=[C:2]2[S:10][C:9]([NH:11][C:12]([N:14]3[CH2:19][CH2:18][C:17]([OH:30])([C:20]4[CH:25]=[CH:24][CH:23]=[C:22]([C:26]([F:29])([F:28])[F:27])[CH:21]=4)[CH2:16][CH2:15]3)=[O:13])=[N:8][C:7]=12. The catalyst class is: 1.